Task: Predict the reactants needed to synthesize the given product.. Dataset: Full USPTO retrosynthesis dataset with 1.9M reactions from patents (1976-2016) (1) Given the product [NH2:13][C:5]1[CH:4]=[C:3]([O:2][CH3:1])[C:10]([O:11][CH3:12])=[CH:9][C:6]=1[CH:7]=[O:8], predict the reactants needed to synthesize it. The reactants are: [CH3:1][O:2][C:3]1[C:10]([O:11][CH3:12])=[CH:9][C:6]([CH:7]=[O:8])=[C:5]([N+:13]([O-])=O)[CH:4]=1.[Cl-].[NH4+]. (2) The reactants are: [Na].O=C1O[C@H]([C@H](CO)O)C(O)=C1O.[CH2:14]([N:18]([CH2:26][C:27]([N:29]1[CH2:37][C:36]2[CH:35]=[N:34][C:33]([NH:38][CH:39]3[CH2:47][C:46]4[C:41](=[CH:42][CH:43]=[CH:44][CH:45]=4)[CH2:40]3)=[N:32][C:31]=2[CH2:30]1)=[O:28])[C:19](=[O:25])[O:20][C:21]([CH3:24])([CH3:23])[CH3:22])[CH2:15][C:16]#[CH:17].C1(C)C=CC=CC=1.[N:55]([Si](C)(C)C)=[N+:56]=[N-:57]. Given the product [CH2:40]1[C:41]2[C:46](=[CH:45][CH:44]=[CH:43][CH:42]=2)[CH2:47][CH:39]1[NH:38][C:33]1[N:34]=[CH:35][C:36]2[CH2:37][N:29]([C:27](=[O:28])[CH2:26][N:18]([CH2:14][CH2:15][C:16]3[NH:57][N:56]=[N:55][CH:17]=3)[C:19](=[O:25])[O:20][C:21]([CH3:24])([CH3:23])[CH3:22])[CH2:30][C:31]=2[N:32]=1, predict the reactants needed to synthesize it. (3) Given the product [CH3:12][O:13][C:14](=[O:18])[C@@H:15]([O:1][C:2]1[CH:11]=[CH:10][CH:9]=[C:8]2[C:3]=1[CH:4]=[CH:5][N:6]=[CH:7]2)[CH3:17], predict the reactants needed to synthesize it. The reactants are: [OH:1][C:2]1[CH:11]=[CH:10][CH:9]=[C:8]2[C:3]=1[CH:4]=[CH:5][N:6]=[CH:7]2.[CH3:12][O:13][C:14](=[O:18])[C@@H:15]([CH3:17])O. (4) Given the product [Br:1][C:2]1[C:3]([NH:15][C:14]2[CH:16]=[CH:17][CH:18]=[C:12]([C:11]([F:10])([F:19])[F:20])[CH:13]=2)=[N:4][C:5]([Cl:8])=[N:6][CH:7]=1, predict the reactants needed to synthesize it. The reactants are: [Br:1][C:2]1[C:3](Cl)=[N:4][C:5]([Cl:8])=[N:6][CH:7]=1.[F:10][C:11]([F:20])([F:19])[C:12]1[CH:13]=[C:14]([CH:16]=[CH:17][CH:18]=1)[NH2:15].C(=O)(O)[O-].[Na+]. (5) Given the product [S:6]1[C:10]2[CH:11]=[C:12]([NH:15][S:2]([CH3:1])(=[O:4])=[O:3])[CH:13]=[CH:14][C:9]=2[N:8]=[CH:7]1, predict the reactants needed to synthesize it. The reactants are: [CH3:1][S:2](Cl)(=[O:4])=[O:3].[S:6]1[C:10]2[CH:11]=[C:12]([NH2:15])[CH:13]=[CH:14][C:9]=2[N:8]=[CH:7]1. (6) The reactants are: [O:1]1[C:5]2[CH:6]=[CH:7][CH:8]=[CH:9][C:4]=2[CH:3]=[C:2]1[CH2:10][C:11]([OH:13])=O.[CH2:14]([O:18][C:19](=[O:23])[C@H:20]([CH3:22])[NH2:21])[CH:15]([CH3:17])[CH3:16]. Given the product [CH2:14]([O:18][C:19](=[O:23])[C@H:20]([CH3:22])[NH:21][C:11](=[O:13])[CH2:10][C:2]1[O:1][C:5]2[CH:6]=[CH:7][CH:8]=[CH:9][C:4]=2[CH:3]=1)[CH:15]([CH3:17])[CH3:16], predict the reactants needed to synthesize it. (7) Given the product [Cl:12][C:13]1[C:17]([Cl:18])=[C:16]([CH3:19])[NH:15][C:14]=1[C:20]([NH:22][CH:23]1[CH2:28][CH2:27][N:26]([C:29]2[N:34]=[C:33]([S:35]([CH3:36])=[O:9])[N:32]=[C:31]([C:37]([NH:39][O:40][CH3:41])=[O:38])[CH:30]=2)[CH2:25][CH2:24]1)=[O:21], predict the reactants needed to synthesize it. The reactants are: C1C=C(Cl)C=C(C(OO)=[O:9])C=1.[Cl:12][C:13]1[C:17]([Cl:18])=[C:16]([CH3:19])[NH:15][C:14]=1[C:20]([NH:22][CH:23]1[CH2:28][CH2:27][N:26]([C:29]2[N:34]=[C:33]([S:35][CH3:36])[N:32]=[C:31]([C:37]([NH:39][O:40][CH3:41])=[O:38])[CH:30]=2)[CH2:25][CH2:24]1)=[O:21]. (8) Given the product [ClH:40].[ClH:40].[CH2:32]([N:26]([CH2:27][CH2:28][N:29]([CH3:31])[CH3:30])[C:25]([CH2:24][N:17]([C:14]1[CH:13]=[CH:12][CH:11]=[C:10]2[C:15]=1[CH2:16][NH:8][CH2:9]2)[C:18](=[O:23])[C:19]([F:20])([F:21])[F:22])=[O:39])[C:33]1[CH:38]=[CH:37][CH:36]=[CH:35][CH:34]=1, predict the reactants needed to synthesize it. The reactants are: C(OC([N:8]1[CH2:16][C:15]2[C:10](=[CH:11][CH:12]=[CH:13][C:14]=2[N:17]([CH2:24][C:25](=[O:39])[N:26]([CH2:32][C:33]2[CH:38]=[CH:37][CH:36]=[CH:35][CH:34]=2)[CH2:27][CH2:28][N:29]([CH3:31])[CH3:30])[C:18](=[O:23])[C:19]([F:22])([F:21])[F:20])[CH2:9]1)=O)(C)(C)C.[ClH:40].CCOC(C)=O.